Dataset: Catalyst prediction with 721,799 reactions and 888 catalyst types from USPTO. Task: Predict which catalyst facilitates the given reaction. (1) Reactant: [C:1]([C:4]1[C:13]2[O:12][C:11]([CH3:15])([CH3:14])[C:10](=[O:16])[NH:9][C:8]=2[CH:7]=[C:6]([O:17][CH2:18][C:19]2[CH:24]=[CH:23][CH:22]=[CH:21][CH:20]=2)[CH:5]=1)(=[O:3])[CH3:2].[Se](=O)=[O:26].C.[O:29]1CCO[CH2:31][CH2:30]1. Product: [CH2:18]([O:17][C:6]1[CH:5]=[C:4]([C:1](=[O:3])[CH:2]([O:29][CH2:30][CH3:31])[OH:26])[C:13]2[O:12][C:11]([CH3:15])([CH3:14])[C:10](=[O:16])[NH:9][C:8]=2[CH:7]=1)[C:19]1[CH:20]=[CH:21][CH:22]=[CH:23][CH:24]=1. The catalyst class is: 6. (2) Reactant: [CH:1]([S:3]([N:6]1[CH2:11][CH2:10][N:9]([C:12]2[CH:17]=[C:16]([C:18]3[N:22]([CH3:23])[C:21]4[CH:24]=[CH:25][CH:26]=[CH:27][C:20]=4[N:19]=3)[C:15]([F:28])=[CH:14][N:13]=2)[CH2:8][CH2:7]1)(=[O:5])=[O:4])=[CH2:2].[OH-:29].[Na+].C(Cl)Cl.[CH3:34]O. Product: [F:28][C:15]1[C:16]([C:18]2[N:22]([CH3:23])[C:21]3[CH:24]=[CH:25][CH:26]=[CH:27][C:20]=3[N:19]=2)=[CH:17][C:12]([N:9]2[CH2:10][CH2:11][N:6]([S:3]([CH2:1][CH2:2][O:29][CH3:34])(=[O:5])=[O:4])[CH2:7][CH2:8]2)=[N:13][CH:14]=1. The catalyst class is: 24. (3) Reactant: C(OC([NH:8][CH2:9][CH2:10][N:11]([CH2:21][C:22]1[S:26][C:25]([Cl:27])=[N:24][CH:23]=1)[CH2:12][C:13]1[CH:18]=[CH:17][C:16]([O:19][CH3:20])=[CH:15][CH:14]=1)=O)(C)(C)C.FC(F)(F)C(O)=O. Product: [NH2:8][CH2:9][CH2:10][N:11]([CH2:21][C:22]1[S:26][C:25]([Cl:27])=[N:24][CH:23]=1)[CH2:12][C:13]1[CH:14]=[CH:15][C:16]([O:19][CH3:20])=[CH:17][CH:18]=1. The catalyst class is: 2. (4) Reactant: [CH:1]1([CH2:4][O:5][C@H:6]2[CH2:11][CH2:10][C@H:9]([N:12]3[CH2:17][CH2:16][CH:15]([NH:18][C:19]4[C:20]([NH2:26])=[CH:21][CH:22]=[C:23]([CH3:25])[CH:24]=4)[CH2:14][CH2:13]3)[CH2:8][CH2:7]2)[CH2:3][CH2:2]1.C(N(C(C)C)CC)(C)C.Cl[C:37](Cl)([O:39]C(=O)OC(Cl)(Cl)Cl)Cl. Product: [CH:1]1([CH2:4][O:5][C@H:6]2[CH2:7][CH2:8][C@H:9]([N:12]3[CH2:13][CH2:14][CH:15]([N:18]4[C:19]5[CH:24]=[C:23]([CH3:25])[CH:22]=[CH:21][C:20]=5[NH:26][C:37]4=[O:39])[CH2:16][CH2:17]3)[CH2:10][CH2:11]2)[CH2:2][CH2:3]1. The catalyst class is: 4. (5) Reactant: C[N:2]1[CH:7]=[C:6]([N+:8]([O-:10])=[O:9])[CH:5]=[C:4]([N+]([O-])=O)[C:3]1=O.[O:15]1[C:19]2([CH2:24]CC(=O)[CH2:21][CH2:20]2)[O:18][CH2:17][CH2:16]1.N. The catalyst class is: 5. Product: [N+:8]([C:6]1[CH:7]=[N:2][C:3]2[CH2:21][CH2:20][C:19]3([O:18][CH2:17][CH2:16][O:15]3)[CH2:24][C:4]=2[CH:5]=1)([O-:10])=[O:9]. (6) Reactant: [F:1][C:2]([F:23])([F:22])[C:3]1[CH:4]=[C:5]([NH:9][C:10]2[NH:11][C:12]([C:15]3[CH:20]=[CH:19][C:18]([OH:21])=[CH:17][CH:16]=3)=[N:13][N:14]=2)[CH:6]=[CH:7][CH:8]=1.C([O-])([O-])=O.[Cs+].[Cs+].Br[C:31]1[CH:32]=[N:33][CH:34]=[N:35][CH:36]=1.CN(C=O)C. Product: [N:33]1[CH:32]=[C:31]([O:21][C:18]2[CH:19]=[CH:20][C:15]([C:12]3[NH:11][C:10]([NH:9][C:5]4[CH:6]=[CH:7][CH:8]=[C:3]([C:2]([F:22])([F:1])[F:23])[CH:4]=4)=[N:14][N:13]=3)=[CH:16][CH:17]=2)[CH:36]=[N:35][CH:34]=1. The catalyst class is: 169.